Regression. Given a peptide amino acid sequence and an MHC pseudo amino acid sequence, predict their binding affinity value. This is MHC class II binding data. From a dataset of Peptide-MHC class II binding affinity with 134,281 pairs from IEDB. (1) The peptide sequence is TFGAASNKAFAEGLS. The MHC is DRB1_0301 with pseudo-sequence DRB1_0301. The binding affinity (normalized) is 0.0601. (2) The peptide sequence is ADAGYAPATPAAAGA. The binding affinity (normalized) is 0.0701. The MHC is DRB1_1302 with pseudo-sequence DRB1_1302. (3) The peptide sequence is NPTDTGHGTVVMQVK. The MHC is DRB1_0301 with pseudo-sequence DRB1_0301. The binding affinity (normalized) is 0. (4) The peptide sequence is KLCPNNLCCSQWGWC. The MHC is HLA-DPA10201-DPB11401 with pseudo-sequence HLA-DPA10201-DPB11401. The binding affinity (normalized) is 0. (5) The peptide sequence is EEGKCGLNSVDSLEH. The MHC is DRB1_1101 with pseudo-sequence DRB1_1101. The binding affinity (normalized) is 0. (6) The peptide sequence is AAATAGTTLYGAFAA. The MHC is HLA-DPA10103-DPB10401 with pseudo-sequence HLA-DPA10103-DPB10401. The binding affinity (normalized) is 0.248.